Dataset: Forward reaction prediction with 1.9M reactions from USPTO patents (1976-2016). Task: Predict the product of the given reaction. (1) Given the reactants Br[CH2:2][CH2:3][CH2:4][CH2:5][CH2:6][CH2:7][C:8]1[C:14]2[CH:15]=[CH:16][C:17]([OH:19])=[CH:18][C:13]=2[CH2:12][CH2:11][CH2:10][C:9]=1[C:20]1[CH:25]=[CH:24][CH:23]=[C:22]([OH:26])[CH:21]=1.[F:27][C:28]([F:46])([C:42]([F:45])([F:44])[F:43])[CH2:29][CH2:30][CH2:31][S:32]([CH2:34][CH2:35][CH2:36][NH:37][CH2:38][CH2:39][CH2:40][OH:41])=[O:33], predict the reaction product. The product is: [OH:26][C:22]1[CH:21]=[C:20]([C:9]2[CH2:10][CH2:11][CH2:12][C:13]3[CH:18]=[C:17]([OH:19])[CH:16]=[CH:15][C:14]=3[C:8]=2[CH2:7][CH2:6][CH2:5][CH2:4][CH2:3][CH2:2][N:37]([CH2:38][CH2:39][CH2:40][OH:41])[CH2:36][CH2:35][CH2:34][S:32]([CH2:31][CH2:30][CH2:29][C:28]([F:46])([F:27])[C:42]([F:43])([F:44])[F:45])=[O:33])[CH:25]=[CH:24][CH:23]=1. (2) Given the reactants [SH:1][C:2]1[CH:10]=[CH:9][CH:8]=[CH:7][C:3]=1[C:4]([OH:6])=[O:5].[H-].[Na+].F[C:14]1[CH:19]=[CH:18][CH:17]=[CH:16][C:15]=1[N+:20]([O-:22])=[O:21].[CH3:23]I, predict the reaction product. The product is: [N+:20]([C:15]1[CH:16]=[CH:17][CH:18]=[CH:19][C:14]=1[S:1][C:2]1[CH:10]=[CH:9][CH:8]=[CH:7][C:3]=1[C:4]([O:6][CH3:23])=[O:5])([O-:22])=[O:21]. (3) Given the reactants Cl.Cl.[F:3][C:4]([F:17])([F:16])[CH2:5][O:6][C:7]1[CH:8]=[CH:9][C:10]([C@H:13]([NH2:15])[CH3:14])=[N:11][CH:12]=1.[C:18]([C:22]1[O:26][N:25]=[C:24]([C:27](O)=[O:28])[CH:23]=1)([CH3:21])([CH3:20])[CH3:19].C(N(CC)CC)C.C(Cl)CCl.C1C=CC2N(O)N=NC=2C=1, predict the reaction product. The product is: [C:18]([C:22]1[O:26][N:25]=[C:24]([C:27]([NH:15][C@@H:13]([C:10]2[CH:9]=[CH:8][C:7]([O:6][CH2:5][C:4]([F:3])([F:16])[F:17])=[CH:12][N:11]=2)[CH3:14])=[O:28])[CH:23]=1)([CH3:21])([CH3:19])[CH3:20].